This data is from Reaction yield outcomes from USPTO patents with 853,638 reactions. The task is: Predict the reaction yield, written as a fraction of the theoretical maximum amount of product (1.0 means a 100% yield; for example, 0.34 means a 34% yield). (1) The reactants are N[C:2]1[CH:10]=[CH:9][CH:8]=[C:7]2[C:3]=1[CH:4]=[N:5][NH:6]2.Cl.N([O-])=O.[Na+].[I-:16].[K+]. The catalyst is O.C(OCC)(=O)C. The product is [I:16][C:2]1[CH:10]=[CH:9][CH:8]=[C:7]2[C:3]=1[CH:4]=[N:5][NH:6]2. The yield is 0.250. (2) The reactants are [CH:1]1[C:10]2[C:5](=[CH:6][CH:7]=[CH:8][CH:9]=2)[CH:4]=[CH:3][C:2]=1[S:11]([C:14]1([CH2:17][CH2:18][C:19]([O:21]C)=[O:20])[CH2:16][CH2:15]1)(=[O:13])=[O:12]. The catalyst is O1CCOCC1.Cl.O. The product is [CH:1]1[C:10]2[C:5](=[CH:6][CH:7]=[CH:8][CH:9]=2)[CH:4]=[CH:3][C:2]=1[S:11]([C:14]1([CH2:17][CH2:18][C:19]([OH:21])=[O:20])[CH2:16][CH2:15]1)(=[O:13])=[O:12]. The yield is 0.856. (3) The reactants are [NH2:1][C:2]1[C:3]([C:7]2[N:11]([C:12]3[CH:17]=[CH:16][C:15]([F:18])=[C:14]([Cl:19])[CH:13]=3)[C:10](=[O:20])[O:9][N:8]=2)=[N:4][O:5][N:6]=1.[F:21][C:22]([F:33])([F:32])[C:23](O[C:23](=[O:24])[C:22]([F:33])([F:32])[F:21])=[O:24].N1C=CC=CC=1. The catalyst is ClCCl. The product is [Cl:19][C:14]1[CH:13]=[C:12]([N:11]2[C:10](=[O:20])[O:9][N:8]=[C:7]2[C:3]2[C:2]([NH:1][C:23](=[O:24])[C:22]([F:33])([F:32])[F:21])=[N:6][O:5][N:4]=2)[CH:17]=[CH:16][C:15]=1[F:18]. The yield is 0.990.